From a dataset of NCI-60 drug combinations with 297,098 pairs across 59 cell lines. Regression. Given two drug SMILES strings and cell line genomic features, predict the synergy score measuring deviation from expected non-interaction effect. (1) Drug 1: CCCCCOC(=O)NC1=NC(=O)N(C=C1F)C2C(C(C(O2)C)O)O. Drug 2: C1=NC2=C(N=C(N=C2N1C3C(C(C(O3)CO)O)F)Cl)N. Cell line: EKVX. Synergy scores: CSS=-0.542, Synergy_ZIP=0.0878, Synergy_Bliss=-1.46, Synergy_Loewe=-2.64, Synergy_HSA=-5.70. (2) Drug 1: CN(C)N=NC1=C(NC=N1)C(=O)N. Drug 2: C(=O)(N)NO. Cell line: SR. Synergy scores: CSS=-2.32, Synergy_ZIP=-2.86, Synergy_Bliss=-6.55, Synergy_Loewe=-7.89, Synergy_HSA=-6.11. (3) Drug 1: CNC(=O)C1=CC=CC=C1SC2=CC3=C(C=C2)C(=NN3)C=CC4=CC=CC=N4. Drug 2: CN(C)C1=NC(=NC(=N1)N(C)C)N(C)C. Cell line: SK-MEL-28. Synergy scores: CSS=-2.68, Synergy_ZIP=3.09, Synergy_Bliss=2.13, Synergy_Loewe=-3.46, Synergy_HSA=-2.97. (4) Drug 1: CC12CCC3C(C1CCC2OP(=O)(O)O)CCC4=C3C=CC(=C4)OC(=O)N(CCCl)CCCl.[Na+]. Drug 2: CC1C(C(CC(O1)OC2CC(CC3=C2C(=C4C(=C3O)C(=O)C5=CC=CC=C5C4=O)O)(C(=O)C)O)N)O. Cell line: A498. Synergy scores: CSS=92.0, Synergy_ZIP=31.1, Synergy_Bliss=32.8, Synergy_Loewe=-28.0, Synergy_HSA=33.5. (5) Drug 1: CC1=C2C(C(=O)C3(C(CC4C(C3C(C(C2(C)C)(CC1OC(=O)C(C(C5=CC=CC=C5)NC(=O)OC(C)(C)C)O)O)OC(=O)C6=CC=CC=C6)(CO4)OC(=O)C)O)C)O. Synergy scores: CSS=3.60, Synergy_ZIP=-2.27, Synergy_Bliss=1.95, Synergy_Loewe=-5.00, Synergy_HSA=0.856. Drug 2: C1CNP(=O)(OC1)N(CCCl)CCCl. Cell line: PC-3. (6) Drug 1: CC1=C(C(CCC1)(C)C)C=CC(=CC=CC(=CC(=O)O)C)C. Drug 2: CC12CCC3C(C1CCC2O)C(CC4=C3C=CC(=C4)O)CCCCCCCCCS(=O)CCCC(C(F)(F)F)(F)F. Cell line: HOP-92. Synergy scores: CSS=4.98, Synergy_ZIP=-3.44, Synergy_Bliss=-3.49, Synergy_Loewe=-2.10, Synergy_HSA=-1.50.